Task: Predict the reactants needed to synthesize the given product.. Dataset: Full USPTO retrosynthesis dataset with 1.9M reactions from patents (1976-2016) (1) Given the product [Cl:1][C:2]1[CH:23]=[CH:22][C:5]([CH2:6][C:7]2[N:8]=[C:9]([C:15]3[CH:20]=[CH:19][N:18]=[C:17]([Cl:21])[CH:16]=3)[S:10][C:11]=2[C:12]([NH2:26])=[O:13])=[CH:4][CH:3]=1, predict the reactants needed to synthesize it. The reactants are: [Cl:1][C:2]1[CH:23]=[CH:22][C:5]([CH2:6][C:7]2[N:8]=[C:9]([C:15]3[CH:20]=[CH:19][N:18]=[C:17]([Cl:21])[CH:16]=3)[S:10][C:11]=2[C:12](O)=[O:13])=[CH:4][CH:3]=1.CC[N:26]=C=NCCCN(C)C.O.ON1C2C=CC=CC=2N=N1.[OH-].[NH4+]. (2) Given the product [C:1]1([CH:11]([NH2:13])[CH3:12])[C:10]2[C:5](=[CH:6][CH:7]=[CH:8][CH:9]=2)[CH:4]=[CH:3][CH:2]=1, predict the reactants needed to synthesize it. The reactants are: [C:1]1([C@H:11]([NH2:13])[CH3:12])[C:10]2[C:5](=[CH:6][CH:7]=[CH:8][CH:9]=2)[CH:4]=[CH:3][CH:2]=1.FC(F)(F)C1C=C(C=CC=O)C=CC=1. (3) Given the product [CH3:9][O:8][C:4]1[N:3]=[C:2]([N:14]2[CH2:15][CH2:16][N:11]([CH3:10])[CH2:12][CH2:13]2)[CH:7]=[CH:6][CH:5]=1, predict the reactants needed to synthesize it. The reactants are: Br[C:2]1[CH:7]=[CH:6][CH:5]=[C:4]([O:8][CH3:9])[N:3]=1.[CH3:10][N:11]1[CH2:16][CH2:15][NH:14][CH2:13][CH2:12]1.C([O-])([O-])=O.[K+].[K+]. (4) Given the product [C:1]([NH:4][C:5]1[C:6]([Cl:38])=[CH:7][C:8]([CH2:12][C:13](=[N:14][C:15](=[O:29])[CH2:16][C:17](=[N:26][O:27][CH3:28])[C:18]2[CH:23]=[CH:22][C:21]([O:24][CH3:25])=[CH:20][CH:19]=2)[NH2:30])=[CH:9][C:10]=1[Cl:11])(=[O:3])[CH3:2].[C:39]([OH:45])([C:41]([F:44])([F:43])[F:42])=[O:40], predict the reactants needed to synthesize it. The reactants are: [C:1]([NH:4][C:5]1[C:10]([Cl:11])=[CH:9][C:8]([CH2:12][C:13](=[N:30]C(=O)OC(C)(C)C)[NH:14][C:15](=[O:29])[CH2:16][C:17](=[N:26][O:27][CH3:28])[C:18]2[CH:23]=[CH:22][C:21]([O:24][CH3:25])=[CH:20][CH:19]=2)=[CH:7][C:6]=1[Cl:38])(=[O:3])[CH3:2].[C:39]([OH:45])([C:41]([F:44])([F:43])[F:42])=[O:40].